Dataset: Reaction yield outcomes from USPTO patents with 853,638 reactions. Task: Predict the reaction yield, written as a fraction of the theoretical maximum amount of product (1.0 means a 100% yield; for example, 0.34 means a 34% yield). (1) The reactants are [CH3:1][C:2]1(C)[C:6](C)(C)OB(C(C)=C)O1.C(=O)([O-])[O-].[Na+].[Na+].Br[C:20]1[C:21]([N:42]2[CH2:47][CH2:46][CH2:45][C@@H:44]([NH:48][C:49]([O:51][C:52]([CH3:55])([CH3:54])[CH3:53])=[O:50])[CH2:43]2)=[C:22]2[C:28]([NH:29][C:30]([CH:32]3[CH2:34][CH2:33]3)=[O:31])=[CH:27][N:26](C(OC(C)(C)C)=O)[C:23]2=[N:24][CH:25]=1. The catalyst is O1CCOCC1.[Pd].C1(P(C2C=CC=CC=2)C2C=CC=CC=2)C=CC=CC=1.C1(P(C2C=CC=CC=2)C2C=CC=CC=2)C=CC=CC=1.C1(P(C2C=CC=CC=2)C2C=CC=CC=2)C=CC=CC=1.C1(P(C2C=CC=CC=2)C2C=CC=CC=2)C=CC=CC=1. The product is [CH:32]1([C:30]([NH:29][C:28]2[C:22]3[C:23](=[N:24][CH:25]=[C:20]([C:2]([CH3:6])=[CH2:1])[C:21]=3[N:42]3[CH2:47][CH2:46][CH2:45][C@@H:44]([NH:48][C:49](=[O:50])[O:51][C:52]([CH3:53])([CH3:55])[CH3:54])[CH2:43]3)[NH:26][CH:27]=2)=[O:31])[CH2:34][CH2:33]1. The yield is 0.620. (2) The reactants are [CH:1]1[CH:2]=[C:3]([CH2:6][NH:7][C:8]2[C:13]([C:14]([OH:16])=[O:15])=[CH:12][C:11]([S:17]([NH2:20])(=[O:19])=[O:18])=[C:10]([Cl:21])[CH:9]=2)[O:4][CH:5]=1.C(N1C=CN=C1)(N1C=CN=C1)=O.[CH3:34][C:35]([CH3:39])=[CH:36][CH2:37]O.C(C(CCC)[O-])(C)(C)C.[K+]. The catalyst is O1CCCC1.C(OCC)(=O)C. The product is [NH2:20][S:17]([C:11]1[C:10]([Cl:21])=[CH:9][C:8]([NH:7][CH2:6][C:3]2[O:4][CH:5]=[CH:1][CH:2]=2)=[C:13]([CH:12]=1)[C:14]([O:16][CH2:37][CH:36]=[C:35]([CH3:39])[CH3:34])=[O:15])(=[O:19])=[O:18]. The yield is 0.560. (3) The product is [Cl:1][CH2:2][C:3]1[N:15]=[C:13]([C:12]2[CH:16]=[CH:17][C:9]([O:8][CH3:7])=[CH:10][CH:11]=2)[O:14][CH:5]=1. The yield is 0.830. The catalyst is C1(C)C=CC=CC=1. The reactants are [Cl:1][CH2:2][C:3]([CH2:5]Cl)=O.[CH3:7][O:8][C:9]1[CH:17]=[CH:16][C:12]([C:13]([NH2:15])=[O:14])=[CH:11][CH:10]=1. (4) The reactants are C[O:2][C:3](=[O:29])[CH2:4][O:5][C:6]1[CH:15]=[C:14]2[C:9]([C:10](=[O:28])[C:11]([C:16]3[CH:21]=[CH:20][C:19]([O:22][CH2:23][C:24]([O:26]C)=[O:25])=[CH:18][CH:17]=3)=[CH:12][O:13]2)=[CH:8][CH:7]=1. The catalyst is Cl. The product is [C:24]([CH2:23][O:22][C:19]1[CH:18]=[CH:17][C:16]([C:11]2[C:10](=[O:28])[C:9]3[C:14](=[CH:15][C:6]([O:5][CH2:4][C:3]([OH:29])=[O:2])=[CH:7][CH:8]=3)[O:13][CH:12]=2)=[CH:21][CH:20]=1)([OH:26])=[O:25]. The yield is 0.861. (5) The reactants are [Br:1][C:2]1[CH:3]=[N:4][CH:5]=[C:6]([CH2:8]Cl)[CH:7]=1.[CH3:10][C@H:11]1[CH2:16][CH2:15][CH2:14][C@@H:13]([CH3:17])[NH:12]1.C([O-])([O-])=O.[K+].[K+]. The catalyst is CC#N. The product is [Br:1][C:2]1[CH:3]=[N:4][CH:5]=[C:6]([CH2:8][N:12]2[C@@H:13]([CH3:17])[CH2:14][CH2:15][CH2:16][C@H:11]2[CH3:10])[CH:7]=1. The yield is 0.530. (6) The reactants are [CH2:1]([C:3]([C:21]1[CH:31]=[CH:30][C:24]([O:25][CH2:26][C:27](O)=[O:28])=[C:23]([CH3:32])[CH:22]=1)([C:6]1[CH:11]=[CH:10][C:9]([CH:12]=[CH:13][C:14]([CH2:18][CH3:19])([OH:17])[CH2:15][CH3:16])=[C:8]([CH3:20])[CH:7]=1)[CH2:4][CH3:5])[CH3:2].C(N(CC)CC)C.[CH2:40]([CH2:42][NH2:43])[OH:41].CCN=C=NCCCN(C)C.Cl.C1C=C2N=NN(O)C2=CC=1.O. The catalyst is C(Cl)Cl.O. The product is [CH2:4]([C:3]([C:21]1[CH:31]=[CH:30][C:24]([O:25][CH2:26][C:27]([NH:43][CH2:42][CH2:40][OH:41])=[O:28])=[C:23]([CH3:32])[CH:22]=1)([C:6]1[CH:11]=[CH:10][C:9](/[CH:12]=[CH:13]/[C:14]([CH2:18][CH3:19])([OH:17])[CH2:15][CH3:16])=[C:8]([CH3:20])[CH:7]=1)[CH2:1][CH3:2])[CH3:5]. The yield is 0.250. (7) The reactants are [Cl:1][C:2]1[C:3]([C@:19]2([CH3:37])[CH2:24][C@@H:23]([C:25]([F:28])([F:27])[F:26])[O:22][C:21]([NH:29]C(=O)OC(C)(C)C)=[N:20]2)=[N:4][C:5]([NH:8][C:9](=[O:18])[C:10]2[CH:15]=[CH:14][C:13]([C:16]#[N:17])=[CH:12][N:11]=2)=[CH:6][CH:7]=1.C(O)(C(F)(F)F)=O. No catalyst specified. The product is [NH2:29][C:21]1[O:22][C@H:23]([C:25]([F:26])([F:28])[F:27])[CH2:24][C@:19]([C:3]2[N:4]=[C:5]([NH:8][C:9](=[O:18])[C:10]3[CH:15]=[CH:14][C:13]([C:16]#[N:17])=[CH:12][N:11]=3)[CH:6]=[CH:7][C:2]=2[Cl:1])([CH3:37])[N:20]=1. The yield is 0.980.